The task is: Predict the reactants needed to synthesize the given product.. This data is from Full USPTO retrosynthesis dataset with 1.9M reactions from patents (1976-2016). (1) Given the product [N:26]1[CH:27]=[CH:28][CH:29]=[C:24]([C:23]2[O:1][N:2]=[C:3]([C:5]3[CH:13]=[CH:12][C:11]4[NH:10][C:9]5[CH:14]([CH2:17][C:18]([O:20][CH2:21][CH3:22])=[O:19])[CH2:15][CH2:16][C:8]=5[C:7]=4[CH:6]=3)[N:4]=2)[CH:25]=1, predict the reactants needed to synthesize it. The reactants are: [OH:1][NH:2][C:3]([C:5]1[CH:13]=[CH:12][C:11]2[NH:10][C:9]3[CH:14]([CH2:17][C:18]([O:20][CH2:21][CH3:22])=[O:19])[CH2:15][CH2:16][C:8]=3[C:7]=2[CH:6]=1)=[NH:4].[C:23](O)(=O)[C:24]1[CH:29]=[CH:28][CH:27]=[N:26][CH:25]=1. (2) Given the product [CH:61]([C:64]1[CH:69]=[CH:68][CH:67]=[CH:66][C:65]=1[N:70]1[C:4](=[O:3])[CH2:5][S:72]/[C:71]/1=[N:73]\[C:33]([NH:32][CH2:35][CH:36]([C:39]1[CH:40]=[CH:41][C:42]([C:45]2[N:49]=[CH:48][N:47]([C:50]3[CH:51]=[CH:52][C:53]([O:56][C:57]([F:59])([F:58])[F:60])=[CH:54][CH:55]=3)[N:46]=2)=[CH:43][CH:44]=1)[CH2:37][CH3:38])=[O:34])([CH3:63])[CH3:62], predict the reactants needed to synthesize it. The reactants are: FC(F)(F)[O:3][C:4]1C=CC(N2C=NC(C3C=CC(C(CC)CC(N=[N+]=[N-])=O)=CC=3)=N2)=C[CH:5]=1.[N:32]([CH2:35][CH:36]([C:39]1[CH:44]=[CH:43][C:42]([C:45]2[N:49]=[CH:48][N:47]([C:50]3[CH:55]=[CH:54][C:53]([O:56][C:57]([F:60])([F:59])[F:58])=[CH:52][CH:51]=3)[N:46]=2)=[CH:41][CH:40]=1)[CH2:37][CH3:38])=[C:33]=[O:34].[CH:61]([C:64]1[CH:69]=[CH:68][CH:67]=[CH:66][C:65]=1[NH:70][C:71]([NH2:73])=[S:72])([CH3:63])[CH3:62]. (3) Given the product [OH:1][CH:2]1[CH2:3][N:4]([C:6]([N:8]2[CH2:13][CH:12]([C:14]3[CH:15]=[CH:16][C:17]([O:20][C:21]([F:22])([F:23])[F:24])=[CH:18][CH:19]=3)[CH2:11][CH:10]([C:25]3[O:26][N:32]=[C:30]([CH3:31])[N:29]=3)[CH2:9]2)=[O:7])[CH2:5]1, predict the reactants needed to synthesize it. The reactants are: [OH:1][CH:2]1[CH2:5][N:4]([C:6]([N:8]2[CH2:13][CH:12]([C:14]3[CH:19]=[CH:18][C:17]([O:20][C:21]([F:24])([F:23])[F:22])=[CH:16][CH:15]=3)[CH2:11][CH:10]([C:25](O)=[O:26])[CH2:9]2)=[O:7])[CH2:3]1.O[N:29]=[C:30]([NH2:32])[CH3:31]. (4) The reactants are: [F:1][C:2]1[CH:3]=[C:4]([OH:8])[CH:5]=[CH:6][CH:7]=1.F[C:10]1[CH:17]=[CH:16][C:15]([CH:18]=[O:19])=[CH:14][C:11]=1[C:12]#[N:13]. Given the product [F:1][C:2]1[CH:3]=[C:4]([CH:5]=[CH:6][CH:7]=1)[O:8][C:10]1[CH:17]=[CH:16][C:15]([CH:18]=[O:19])=[CH:14][C:11]=1[C:12]#[N:13], predict the reactants needed to synthesize it. (5) Given the product [Br:22][C:23]1[CH:28]=[CH:27][C:26]([NH:29][C:12]2[CH:13]=[C:8]([C:6]3[CH:7]=[C:2]([Br:1])[CH:3]=[CH:4][C:5]=3[O:16][CH2:17][C:18]([F:21])([F:20])[F:19])[N:9]=[C:10]([NH2:15])[N:11]=2)=[CH:25][CH:24]=1, predict the reactants needed to synthesize it. The reactants are: [Br:1][C:2]1[CH:3]=[CH:4][C:5]([O:16][CH2:17][C:18]([F:21])([F:20])[F:19])=[C:6]([C:8]2[CH:13]=[C:12](Cl)[N:11]=[C:10]([NH2:15])[N:9]=2)[CH:7]=1.[Br:22][C:23]1[CH:28]=[CH:27][C:26]([NH2:29])=[CH:25][CH:24]=1. (6) The reactants are: [C:1]([C:4]1[CH:9]=[CH:8][C:7](B(O)O)=[CH:6][CH:5]=1)([OH:3])=[O:2].Cl.Br[C:15]1[CH:20]=[CH:19][N:18]=[CH:17][CH:16]=1.C(=O)([O-])[O-].[Na+:25].[Na+]. Given the product [N:18]1[CH:19]=[CH:20][C:15]([C:7]2[CH:8]=[CH:9][C:4]([C:1]([O-:3])=[O:2])=[CH:5][CH:6]=2)=[CH:16][CH:17]=1.[Na+:25], predict the reactants needed to synthesize it.